From a dataset of Full USPTO retrosynthesis dataset with 1.9M reactions from patents (1976-2016). Predict the reactants needed to synthesize the given product. (1) Given the product [CH2:23]([O:19][C:14]1[CH:15]=[C:16]2[C:11](=[C:12]([F:21])[C:13]=1[F:20])[O:10][CH:9]([C@H:6]1[CH2:5][CH2:4][C@H:3]([CH2:1][CH3:2])[CH2:8][CH2:7]1)[CH2:18][CH2:17]2)[CH3:24], predict the reactants needed to synthesize it. The reactants are: [CH2:1]([C@H:3]1[CH2:8][CH2:7][C@H:6]([CH:9]2[CH2:18][CH2:17][C:16]3[C:11](=[C:12]([F:21])[C:13]([F:20])=[C:14]([OH:19])[CH:15]=3)[O:10]2)[CH2:5][CH2:4]1)[CH3:2].I[CH2:23][CH3:24].C(=O)([O-])[O-].[K+].[K+].Cl. (2) Given the product [F:95][C:86]1[CH:87]=[CH:88][CH:89]=[C:90]([C:91]([F:94])([F:92])[F:93])[C:85]=1[CH2:84][N:61]1[C:60]2[CH2:59][CH2:58][C:55]3([CH2:56][CH2:57][NH:52][CH2:53][CH2:54]3)[C:65]=2[C:64](=[O:66])[N:63]([CH2:67][C@H:68]([NH:75][C:76](=[O:82])[O:77][C:78]([CH3:81])([CH3:80])[CH3:79])[C:69]2[CH:74]=[CH:73][CH:72]=[CH:71][CH:70]=2)[C:62]1=[O:83], predict the reactants needed to synthesize it. The reactants are: FC1C=CC=C(C(F)(F)F)C=1CN1C2COC3(CCNCC3)C=2C(=O)N(C[C@H](NC(=O)OC(C)(C)C)C2C=CC=CC=2)C1=O.C([N:52]1[CH2:57][CH2:56][C:55]2([C:65]3[C:64](=[O:66])[N:63]([CH2:67][C@H:68]([NH:75][C:76](=[O:82])[O:77][C:78]([CH3:81])([CH3:80])[CH3:79])[C:69]4[CH:74]=[CH:73][CH:72]=[CH:71][CH:70]=4)[C:62](=[O:83])[N:61]([CH2:84][C:85]4[C:90]([C:91]([F:94])([F:93])[F:92])=[CH:89][CH:88]=[CH:87][C:86]=4[F:95])[C:60]=3[CH2:59][CH2:58]2)[CH2:54][CH2:53]1)C1C=CC=CC=1. (3) The reactants are: [CH:1]1([C:5]2[CH:10]=[CH:9][C:8]([C:11]3[CH:20]=[N:19][C:18]4[NH:17][CH2:16][CH2:15][O:14][C:13]=4[CH:12]=3)=[C:7]([F:21])[C:6]=2[O:22]C)[CH2:4][CH2:3][CH2:2]1.B(Br)(Br)Br. Given the product [CH:1]1([C:5]2[C:6]([OH:22])=[C:7]([F:21])[C:8]([C:11]3[CH:20]=[N:19][C:18]4[NH:17][CH2:16][CH2:15][O:14][C:13]=4[CH:12]=3)=[CH:9][CH:10]=2)[CH2:2][CH2:3][CH2:4]1, predict the reactants needed to synthesize it.